This data is from Forward reaction prediction with 1.9M reactions from USPTO patents (1976-2016). The task is: Predict the product of the given reaction. (1) Given the reactants O=S(Cl)[Cl:3].[CH2:5]([N:9]1[CH:13]=[CH:12][N:11]=[C:10]1[S:14][C:15]1[CH:16]=[N:17][CH:18]=[C:19]([Cl:23])[C:20]=1[CH2:21]O)[CH2:6][CH2:7][CH3:8].C([O-])([O-])=O.[Na+].[Na+], predict the reaction product. The product is: [CH2:5]([N:9]1[CH:13]=[CH:12][N:11]=[C:10]1[S:14][C:15]1[CH:16]=[N:17][CH:18]=[C:19]([Cl:23])[C:20]=1[CH2:21][Cl:3])[CH2:6][CH2:7][CH3:8]. (2) Given the reactants [F:1][C:2]([F:34])([C:8]1[CH:9]=[C:10]2[CH2:33][C@@:15]3([C:23]4[C:18](=[N:19][CH:20]=[CH:21][CH:22]=4)[N:17]([CH2:24][O:25][CH2:26][CH2:27][Si:28]([CH3:31])([CH3:30])[CH3:29])[C:16]3=[O:32])[CH2:14][C:11]2=[N:12][CH:13]=1)[C:3](OCC)=[O:4].[Cl-].[Ca+2].[Cl-].[BH4-].[Na+], predict the reaction product. The product is: [F:34][C:2]([C:8]1[CH:9]=[C:10]2[CH2:33][C@@:15]3([C:23]4[C:18](=[N:19][CH:20]=[CH:21][CH:22]=4)[N:17]([CH2:24][O:25][CH2:26][CH2:27][Si:28]([CH3:29])([CH3:31])[CH3:30])[C:16]3=[O:32])[CH2:14][C:11]2=[N:12][CH:13]=1)([F:1])[CH2:3][OH:4]. (3) Given the reactants [N-:1]=[C:2]=[S:3].[Br:4][C:5]1[CH:10]=[CH:9][CH:8]=[CH:7][CH:6]=1.[N+:11]([C:14]1[CH:15]=[C:16]([C:20]([NH:22][NH2:23])=O)[CH:17]=[CH:18][CH:19]=1)([O-:13])=[O:12], predict the reaction product. The product is: [Br:4][C:5]1[CH:10]=[CH:9][C:8]([NH:1][C:2]2[S:3][C:20]([C:16]3[CH:17]=[CH:18][CH:19]=[C:14]([N+:11]([O-:13])=[O:12])[CH:15]=3)=[N:22][N:23]=2)=[CH:7][CH:6]=1. (4) Given the reactants [H-].[Na+].[Br:3][C:4]1[C:15]2[O:14][C:11]3([CH2:13][CH2:12]3)[C:10](=[O:16])[NH:9][C:8]=2[CH:7]=[C:6]([S:17]([CH3:20])(=[O:19])=[O:18])[CH:5]=1.[CH3:21]I, predict the reaction product. The product is: [Br:3][C:4]1[C:15]2[O:14][C:11]3([CH2:13][CH2:12]3)[C:10](=[O:16])[N:9]([CH3:21])[C:8]=2[CH:7]=[C:6]([S:17]([CH3:20])(=[O:19])=[O:18])[CH:5]=1. (5) The product is: [Br:3][C:4]1[CH:5]=[C:6]2[C:10](=[CH:11][CH:12]=1)[N:9]([CH2:18][C:19]1[CH:26]=[CH:25][C:22]([CH3:23])=[CH:21][CH:20]=1)[C:8]([C:13]([O:15][CH2:16][CH3:17])=[O:14])=[CH:7]2. Given the reactants [H-].[Na+].[Br:3][C:4]1[CH:5]=[C:6]2[C:10](=[CH:11][CH:12]=1)[NH:9][C:8]([C:13]([O:15][CH2:16][CH3:17])=[O:14])=[CH:7]2.[CH3:18][C:19]1[CH:26]=[CH:25][C:22]([CH2:23]Br)=[CH:21][CH:20]=1, predict the reaction product. (6) Given the reactants [F:1][C:2]1[CH:3]=[C:4]([N:8]2[C@@:12]3([CH2:17][CH2:16][N:15]([C:18]([O:20][CH2:21][C:22]4[CH:27]=[CH:26][CH:25]=[CH:24][CH:23]=4)=[O:19])[C@@H:14]([CH3:28])[CH2:13]3)[C:11](=[NH:29])[NH:10][C:9]2=[O:30])[CH:5]=[CH:6][CH:7]=1.[CH:31]1(N)[CH2:36][CH2:35][CH2:34][CH2:33][CH2:32]1, predict the reaction product. The product is: [CH:31]1([NH:29][C:11]2[C@:12]3([CH2:17][CH2:16][N:15]([C:18]([O:20][CH2:21][C:22]4[CH:23]=[CH:24][CH:25]=[CH:26][CH:27]=4)=[O:19])[C@@H:14]([CH3:28])[CH2:13]3)[N:8]([C:4]3[CH:5]=[CH:6][CH:7]=[C:2]([F:1])[CH:3]=3)[C:9](=[O:30])[N:10]=2)[CH2:36][CH2:35][CH2:34][CH2:33][CH2:32]1. (7) Given the reactants [CH2:1]([O:8][CH:9]1[O:14][C:12](=[O:13])[C:11](Cl)=[C:10]1Cl)[C:2]1[CH:7]=[CH:6][CH:5]=[CH:4][CH:3]=1.[C:17]1(B(O)O)[CH:22]=[CH:21][CH:20]=[CH:19][CH:18]=1.[F-].[Cs+], predict the reaction product. The product is: [CH2:1]([O:8][CH:9]1[O:14][C:12](=[O:13])[C:11]([C:17]2[CH:22]=[CH:21][CH:20]=[CH:19][CH:18]=2)=[C:10]1[C:2]1[CH:7]=[CH:6][CH:5]=[CH:4][CH:3]=1)[C:2]1[CH:7]=[CH:6][CH:5]=[CH:4][CH:3]=1. (8) Given the reactants [H-].[Na+].[C:3]1([C:9]([CH2:11][C:12]2[CH:17]=[CH:16][CH:15]=[CH:14][CH:13]=2)=[O:10])[CH:8]=[CH:7][CH:6]=[CH:5][CH:4]=1.[C:18](OC)(=[O:25])[C:19]1[CH:24]=[CH:23][CH:22]=[CH:21][CH:20]=1.Cl, predict the reaction product. The product is: [C:19]1([C:18](=[O:25])[CH:11]([C:12]2[CH:13]=[CH:14][CH:15]=[CH:16][CH:17]=2)[C:9]([C:3]2[CH:4]=[CH:5][CH:6]=[CH:7][CH:8]=2)=[O:10])[CH:24]=[CH:23][CH:22]=[CH:21][CH:20]=1. (9) Given the reactants Br[C:2]1[S:6][C:5]([N:7]([CH:17]([CH3:19])[CH3:18])[C:8]([C@H:10]2[CH2:15][CH2:14][C@H:13]([CH3:16])[CH2:12][CH2:11]2)=[O:9])=[C:4]([C:20]([O:22][CH3:23])=[O:21])[CH:3]=1.[F:24][C:25]1[CH:30]=[CH:29][C:28](B(O)O)=[CH:27][CH:26]=1.C(=O)([O-])[O-].[Na+].[Na+], predict the reaction product. The product is: [F:24][C:25]1[CH:30]=[CH:29][C:28]([C:2]2[S:6][C:5]([N:7]([CH:17]([CH3:19])[CH3:18])[C:8]([C@H:10]3[CH2:15][CH2:14][C@H:13]([CH3:16])[CH2:12][CH2:11]3)=[O:9])=[C:4]([C:20]([O:22][CH3:23])=[O:21])[CH:3]=2)=[CH:27][CH:26]=1. (10) Given the reactants [Si]([O:8][CH2:9][C@H:10]1[CH2:14][CH2:13][C:12](=[O:15])[N:11]1[CH2:16][C:17]1[S:18][CH:19]=[C:20](/[CH:22]=[CH:23]/[C:24]([O:26][CH2:27][CH2:28][CH2:29][CH3:30])=[O:25])[N:21]=1)(C(C)(C)C)(C)C.Cl, predict the reaction product. The product is: [OH:8][CH2:9][C@H:10]1[CH2:14][CH2:13][C:12](=[O:15])[N:11]1[CH2:16][C:17]1[S:18][CH:19]=[C:20](/[CH:22]=[CH:23]/[C:24]([O:26][CH2:27][CH2:28][CH2:29][CH3:30])=[O:25])[N:21]=1.